From a dataset of Reaction yield outcomes from USPTO patents with 853,638 reactions. Predict the reaction yield, written as a fraction of the theoretical maximum amount of product (1.0 means a 100% yield; for example, 0.34 means a 34% yield). (1) The reactants are [Cl:1][C:2]1[CH:3]=[C:4]([NH:9][C:10]2[N:15]=[CH:14][C:13](Br)=[CH:12][N:11]=2)[CH:5]=[CH:6][C:7]=1[Cl:8].[CH3:17][O:18][C:19]1[CH:20]=[C:21]([CH:23]=[CH:24][CH:25]=1)[NH2:22]. No catalyst specified. The product is [Cl:1][C:2]1[CH:3]=[C:4]([NH:9][C:10]2[N:15]=[CH:14][C:13]([NH:22][C:21]3[CH:23]=[CH:24][CH:25]=[C:19]([O:18][CH3:17])[CH:20]=3)=[CH:12][N:11]=2)[CH:5]=[CH:6][C:7]=1[Cl:8]. The yield is 0.190. (2) The reactants are C([O-])([O-])=O.[K+].[K+].OC(C(F)(F)F)=O.[O:14]=[C:15]([N:32]1[CH2:37][CH2:36][NH:35][CH2:34][CH2:33]1)[CH2:16][NH:17][C:18]([C:20]1[CH:25]=[CH:24][C:23]([C:26]2[CH:31]=[CH:30][CH:29]=[CH:28][CH:27]=2)=[CH:22][CH:21]=1)=[O:19].[F:38][C:39]([F:49])([F:48])[C:40]1[CH:47]=[CH:46][CH:45]=[CH:44][C:41]=1[CH2:42]Br. The catalyst is CN(C=O)C. The product is [F:38][C:39]([F:48])([F:49])[C:40]1[CH:47]=[CH:46][CH:45]=[CH:44][C:41]=1[CH2:42][N:35]1[CH2:36][CH2:37][N:32]([C:15](=[O:14])[CH2:16][NH:17][C:18]([C:20]2[CH:21]=[CH:22][C:23]([C:26]3[CH:31]=[CH:30][CH:29]=[CH:28][CH:27]=3)=[CH:24][CH:25]=2)=[O:19])[CH2:33][CH2:34]1. The yield is 0.457. (3) The reactants are [N:1]1[N:5]2[C:6](=O)[C:7]3[N:8]([N:11]=[CH:12][CH:13]=3)[C:9](=[O:10])[C:4]2=[CH:3][CH:2]=1.NC1C2[C:20](=[CH:21][CH:22]=[C:23]([C:26]([F:29])([F:28])[F:27])[CH:24]=2)N=CC=1.CN(C=O)C. The catalyst is CN(C1C=CN=CC=1)C.O. The product is [F:27][C:26]([F:29])([F:28])[C:23]1[CH:24]=[C:6]2[C:20](=[CH:21][CH:22]=1)[N:11]=[CH:12][CH:13]=[C:7]2[NH:8][C:9]([C:4]1[CH:3]=[CH:2][NH:1][N:5]=1)=[O:10]. The yield is 0.660. (4) The reactants are Br[C:2]1[N:7]2[CH:8]=[C:9]([CH2:11][O:12][C:13]3[CH:22]=[CH:21][C:20]4[C:15](=[CH:16][CH:17]=[CH:18][CH:19]=4)[N:14]=3)[N:10]=[C:6]2[C:5]([N:23]2[CH2:28][CH2:27][O:26][CH2:25][CH2:24]2)=[N:4][CH:3]=1.CC1(C)C(C)(C)OB([C:37]2[CH:38]=[CH:39][C:40]([C:43]([O:45][CH3:46])=[O:44])=[N:41][CH:42]=2)O1. No catalyst specified. The product is [N:23]1([C:5]2[C:6]3[N:7]([CH:8]=[C:9]([CH2:11][O:12][C:13]4[CH:22]=[CH:21][C:20]5[C:15](=[CH:16][CH:17]=[CH:18][CH:19]=5)[N:14]=4)[N:10]=3)[C:2]([C:37]3[CH:38]=[CH:39][C:40]([C:43]([O:45][CH3:46])=[O:44])=[N:41][CH:42]=3)=[CH:3][N:4]=2)[CH2:28][CH2:27][O:26][CH2:25][CH2:24]1. The yield is 0.350. (5) The reactants are [CH3:1][N:2]1[C:6]([CH:7]2[CH2:12][CH2:11][O:10][CH2:9][CH2:8]2)=[C:5]([NH2:13])[CH:4]=[N:3]1.CCN(C(C)C)C(C)C.C1CN([P+](ON2N=NC3C=CC=CC2=3)(N2CCCC2)N2CCCC2)CC1.F[P-](F)(F)(F)(F)F.[C:56]([O:60][C:61]([NH:63][C:64]1[S:68][C:67]([C:69]2[C:74]([F:75])=[CH:73][CH:72]=[CH:71][C:70]=2[F:76])=[N:66][C:65]=1[C:77](O)=[O:78])=[O:62])([CH3:59])([CH3:58])[CH3:57]. The catalyst is C(Cl)Cl. The product is [F:76][C:70]1[CH:71]=[CH:72][CH:73]=[C:74]([F:75])[C:69]=1[C:67]1[S:68][C:64]([NH:63][C:61](=[O:62])[O:60][C:56]([CH3:58])([CH3:57])[CH3:59])=[C:65]([C:77](=[O:78])[NH:13][C:5]2[CH:4]=[N:3][N:2]([CH3:1])[C:6]=2[CH:7]2[CH2:12][CH2:11][O:10][CH2:9][CH2:8]2)[N:66]=1. The yield is 0.590.